Task: Predict the product of the given reaction.. Dataset: Forward reaction prediction with 1.9M reactions from USPTO patents (1976-2016) (1) Given the reactants [CH3:1][OH:2].[Br:3][C:4]1[CH:5]=[N:6][CH:7]=[C:8](Br)[CH:9]=1, predict the reaction product. The product is: [Br:3][C:4]1[CH:5]=[N:6][CH:7]=[C:8]([O:2][CH3:1])[CH:9]=1. (2) Given the reactants [NH2:1][CH2:2][C:3]1[CH:21]=[CH:20][C:6]([CH2:7][N:8]([CH3:19])[CH2:9][CH2:10][CH2:11][CH2:12][N:13]2[CH2:18][CH2:17][CH2:16][CH2:15][CH2:14]2)=[CH:5][CH:4]=1.[NH:22]1[CH:26]=[CH:25][N:24]=[C:23]1[CH:27]=O.C(OC)(OC)OC.[BH4-].[Na+], predict the reaction product. The product is: [NH:22]1[CH:26]=[CH:25][N:24]=[C:23]1[CH2:27][NH:1][CH2:2][C:3]1[CH:4]=[CH:5][C:6]([CH2:7][N:8]([CH3:19])[CH2:9][CH2:10][CH2:11][CH2:12][N:13]2[CH2:18][CH2:17][CH2:16][CH2:15][CH2:14]2)=[CH:20][CH:21]=1. (3) Given the reactants [CH2:1]([N:3]1[CH2:7][CH2:6][C@H:5]([N:8]([CH3:38])[C:9]([CH2:11][C:12]2[CH:17]=[C:16]([F:18])[CH:15]=[CH:14][C:13]=2[S:19]([NH:22][C:23]2[C:32]([C:33]([O:35][CH3:36])=[O:34])=[C:31]3[C:26]([CH:27]4[CH2:37][CH:28]4[CH2:29][O:30]3)=[CH:25][CH:24]=2)(=[O:21])=[O:20])=[O:10])[CH2:4]1)[CH3:2].C(CC1C=C(F)C=CC=1S(NC1C(C(OC)=O)=C2C(C3CC3CO2)=CC=1)(=O)=O)(O)=O.Cl.Cl.C(N1CC[C@@H](NC)C1)C, predict the reaction product. The product is: [CH2:1]([N:3]1[CH2:7][CH2:6][C@@H:5]([N:8]([CH3:38])[C:9]([CH2:11][C:12]2[CH:17]=[C:16]([F:18])[CH:15]=[CH:14][C:13]=2[S:19]([NH:22][C:23]2[C:32]([C:33]([O:35][CH3:36])=[O:34])=[C:31]3[C:26]([CH:27]4[CH2:37][CH:28]4[CH2:29][O:30]3)=[CH:25][CH:24]=2)(=[O:21])=[O:20])=[O:10])[CH2:4]1)[CH3:2]. (4) Given the reactants I[C:2]1[N:6]2[N:7]=[C:8]([C:11]3[CH:16]=[CH:15][C:14]([C:17]([N:19]4[CH2:24][CH2:23][N:22]([CH3:25])[CH2:21][CH2:20]4)=[O:18])=[CH:13][CH:12]=3)[CH:9]=[CH:10][C:5]2=[N:4][CH:3]=1.[C:26]([C:28]1[CH:33]=[CH:32][N:31]=[C:30]([NH:34][C:35](=[O:37])[CH3:36])[CH:29]=1)#[CH:27].CCN(C(C)C)C(C)C, predict the reaction product. The product is: [CH3:25][N:22]1[CH2:23][CH2:24][N:19]([C:17]([C:14]2[CH:15]=[CH:16][C:11]([C:8]3[CH:9]=[CH:10][C:5]4[N:6]([C:2]([C:27]#[C:26][C:28]5[CH:33]=[CH:32][N:31]=[C:30]([NH:34][C:35](=[O:37])[CH3:36])[CH:29]=5)=[CH:3][N:4]=4)[N:7]=3)=[CH:12][CH:13]=2)=[O:18])[CH2:20][CH2:21]1. (5) Given the reactants [N+:1]([C:4]1[CH:9]=[CH:8][C:7]([C:10]#[N:11])=[CH:6][C:5]=1[OH:12])([O-:3])=[O:2].[C:13](=O)([O-])[O-].[Cs+].[Cs+].CCO[C:22]([CH3:24])=O, predict the reaction product. The product is: [CH2:13]([O:12][C:5]1[CH:6]=[C:7]([C:10]#[N:11])[CH:8]=[CH:9][C:4]=1[N+:1]([O-:3])=[O:2])[CH:22]=[CH2:24]. (6) Given the reactants [C:1]([O:5][C:6](=[O:25])[N:7]([CH:18]([CH3:24])[CH2:19][C:20]([F:23])([F:22])[F:21])[CH2:8][C:9]1[CH:14]=[CH:13][CH:12]=[C:11]([N+:15]([O-])=O)[CH:10]=1)([CH3:4])([CH3:3])[CH3:2].[In].[Cl-].[NH4+], predict the reaction product. The product is: [C:1]([O:5][C:6](=[O:25])[N:7]([CH:18]([CH3:24])[CH2:19][C:20]([F:22])([F:23])[F:21])[CH2:8][C:9]1[CH:14]=[CH:13][CH:12]=[C:11]([NH2:15])[CH:10]=1)([CH3:4])([CH3:2])[CH3:3]. (7) Given the reactants [S:1]1[C:5]([CH2:6][C:7]#N)=[CH:4][C:3]2[CH:9]=[CH:10][CH:11]=[CH:12][C:2]1=2.[OH-:13].[Na+].Cl.CCO.[OH2:19], predict the reaction product. The product is: [S:1]1[C:5]([CH2:6][C:7]([OH:19])=[O:13])=[CH:4][C:3]2[CH:9]=[CH:10][CH:11]=[CH:12][C:2]1=2.